From a dataset of Reaction yield outcomes from USPTO patents with 853,638 reactions. Predict the reaction yield, written as a fraction of the theoretical maximum amount of product (1.0 means a 100% yield; for example, 0.34 means a 34% yield). (1) The reactants are C([O:3][C:4]([C:6]1[CH:7]=[N:8][C:9]2[C:14]([C:15]=1[OH:16])=[CH:13][CH:12]=[CH:11][CH:10]=2)=[O:5])C. The catalyst is [OH-].[Na+]. The product is [O:16]=[C:15]1[C:14]2[C:9](=[CH:10][CH:11]=[CH:12][CH:13]=2)[NH:8][CH:7]=[C:6]1[C:4]([OH:5])=[O:3]. The yield is 0.920. (2) The reactants are [H-].[H-].[H-].[H-].[Li+].[Al+3].[C:7]([O:11][C:12]([N:14]1[CH2:18][C@H:17]([F:19])[CH2:16][C@H:15]1[C:20](=[O:25])N(OC)C)=[O:13])([CH3:10])([CH3:9])[CH3:8].OS([O-])(=O)=O.[K+]. The catalyst is CCOCC. The product is [C:7]([O:11][C:12]([N:14]1[CH2:18][C@H:17]([F:19])[CH2:16][C@H:15]1[CH:20]=[O:25])=[O:13])([CH3:10])([CH3:9])[CH3:8]. The yield is 0.480. (3) The reactants are C([O:4][CH2:5][CH2:6][O:7][C:8]1[CH:9]=[C:10]2[C:15](=[CH:16][CH:17]=1)[N:14]=[C:13]([CH2:18][CH:19]([CH3:21])[CH3:20])[C:12]([C:22]#[N:23])=[C:11]2[C:24]1[CH:29]=[CH:28][C:27]([CH3:30])=[CH:26][CH:25]=1)(=O)C.CO.[OH-].[Na+].O. The catalyst is O1CCCC1. The product is [OH:4][CH2:5][CH2:6][O:7][C:8]1[CH:9]=[C:10]2[C:15](=[CH:16][CH:17]=1)[N:14]=[C:13]([CH2:18][CH:19]([CH3:21])[CH3:20])[C:12]([C:22]#[N:23])=[C:11]2[C:24]1[CH:29]=[CH:28][C:27]([CH3:30])=[CH:26][CH:25]=1. The yield is 0.890.